Dataset: Catalyst prediction with 721,799 reactions and 888 catalyst types from USPTO. Task: Predict which catalyst facilitates the given reaction. (1) Reactant: N([O-])=[O:2].[Na+].[N+:5]1([O-:16])[C:10]2[CH:11]=[CH:12][CH:13]=[CH:14][C:9]=2[N:8]=[C:7](N)[N:6]=1. Product: [OH:2][C:7]1[N:6]=[N+:5]([O-:16])[C:10]2[CH:11]=[CH:12][CH:13]=[CH:14][C:9]=2[N:8]=1. The catalyst class is: 223. (2) Reactant: [Br:1][C:2]1[CH:3]=[C:4]([S:8][CH2:9][CH2:10][C:11]([O:13]CC)=[O:12])[CH:5]=[CH:6][CH:7]=1.[OH-].[Na+].Cl. Product: [Br:1][C:2]1[CH:3]=[C:4]([S:8][CH2:9][CH2:10][C:11]([OH:13])=[O:12])[CH:5]=[CH:6][CH:7]=1. The catalyst class is: 8.